From a dataset of NCI-60 drug combinations with 297,098 pairs across 59 cell lines. Regression. Given two drug SMILES strings and cell line genomic features, predict the synergy score measuring deviation from expected non-interaction effect. (1) Drug 1: C1=NC2=C(N1)C(=S)N=C(N2)N. Drug 2: CC(C)(C#N)C1=CC(=CC(=C1)CN2C=NC=N2)C(C)(C)C#N. Cell line: COLO 205. Synergy scores: CSS=7.12, Synergy_ZIP=-4.99, Synergy_Bliss=-8.23, Synergy_Loewe=-13.7, Synergy_HSA=-10.4. (2) Drug 1: CC1=CC2C(CCC3(C2CCC3(C(=O)C)OC(=O)C)C)C4(C1=CC(=O)CC4)C. Drug 2: C(CCl)NC(=O)N(CCCl)N=O. Cell line: NCI-H226. Synergy scores: CSS=4.43, Synergy_ZIP=2.41, Synergy_Bliss=6.93, Synergy_Loewe=-1.86, Synergy_HSA=1.22. (3) Drug 1: CC12CCC(CC1=CCC3C2CCC4(C3CC=C4C5=CN=CC=C5)C)O. Drug 2: C1=NC2=C(N1)C(=S)N=CN2. Cell line: SN12C. Synergy scores: CSS=-3.36, Synergy_ZIP=-6.69, Synergy_Bliss=-18.1, Synergy_Loewe=-18.7, Synergy_HSA=-18.5. (4) Drug 2: CC(C)NC(=O)C1=CC=C(C=C1)CNNC.Cl. Drug 1: C1CC(C1)(C(=O)O)C(=O)O.[NH2-].[NH2-].[Pt+2]. Cell line: COLO 205. Synergy scores: CSS=4.19, Synergy_ZIP=2.17, Synergy_Bliss=-0.439, Synergy_Loewe=-4.94, Synergy_HSA=-6.55. (5) Drug 1: CN(C)N=NC1=C(NC=N1)C(=O)N. Drug 2: CC1C(C(CC(O1)OC2CC(CC3=C2C(=C4C(=C3O)C(=O)C5=CC=CC=C5C4=O)O)(C(=O)C)O)N)O. Cell line: OVCAR-5. Synergy scores: CSS=30.4, Synergy_ZIP=-6.81, Synergy_Bliss=-9.39, Synergy_Loewe=-15.9, Synergy_HSA=-6.01. (6) Drug 1: CC12CCC3C(C1CCC2O)C(CC4=C3C=CC(=C4)O)CCCCCCCCCS(=O)CCCC(C(F)(F)F)(F)F. Drug 2: CNC(=O)C1=NC=CC(=C1)OC2=CC=C(C=C2)NC(=O)NC3=CC(=C(C=C3)Cl)C(F)(F)F. Cell line: NCIH23. Synergy scores: CSS=-5.99, Synergy_ZIP=7.71, Synergy_Bliss=-2.95, Synergy_Loewe=-5.12, Synergy_HSA=-8.06. (7) Drug 1: CCN(CC)CCNC(=O)C1=C(NC(=C1C)C=C2C3=C(C=CC(=C3)F)NC2=O)C. Drug 2: CN(C(=O)NC(C=O)C(C(C(CO)O)O)O)N=O. Cell line: IGROV1. Synergy scores: CSS=-3.52, Synergy_ZIP=0.595, Synergy_Bliss=-3.51, Synergy_Loewe=-2.02, Synergy_HSA=-5.60.